From a dataset of Forward reaction prediction with 1.9M reactions from USPTO patents (1976-2016). Predict the product of the given reaction. (1) Given the reactants COP([CH2:7][C:8]([O:10][C:11]([CH3:14])([CH3:13])[CH3:12])=[O:9])(OC)=O.[H-].[Na+].[F:17][C:18]([F:24])([F:23])[CH:19]([CH3:22])[CH:20]=O, predict the reaction product. The product is: [F:17][C:18]([F:24])([F:23])[CH:19]([CH3:22])/[CH:20]=[CH:7]/[C:8]([O:10][C:11]([CH3:14])([CH3:13])[CH3:12])=[O:9]. (2) The product is: [CH:23]([C:22]1[CH:21]=[CH:20][CH:19]=[C:18]([CH:26]([CH3:27])[CH3:28])[C:17]=1/[N:16]=[C:9](\[C:10]1[CH:15]=[CH:14][CH:13]=[CH:12][CH:11]=1)/[C:4]1[CH:5]=[C:6]([CH3:8])[CH:7]=[C:2]([C:36]2[CH:41]=[CH:40][CH:39]=[CH:38][C:37]=2[O:42][CH3:43])[C:3]=1[OH:29])([CH3:24])[CH3:25]. Given the reactants Br[C:2]1[CH:7]=[C:6]([CH3:8])[CH:5]=[C:4](/[C:9](=[N:16]/[C:17]2[C:22]([CH:23]([CH3:25])[CH3:24])=[CH:21][CH:20]=[CH:19][C:18]=2[CH:26]([CH3:28])[CH3:27])/[C:10]2[CH:15]=[CH:14][CH:13]=[CH:12][CH:11]=2)[C:3]=1[OH:29].[Li]CCCC.Br[C:36]1[CH:41]=[CH:40][CH:39]=[CH:38][C:37]=1[O:42][CH3:43].O, predict the reaction product. (3) Given the reactants [H-].[Al+3].[Li+].[H-].[H-].[H-].C([O:9][C:10]([C:12]1[N:13]=[N:14][C:15]([O:21][CH2:22][CH3:23])=[CH:16][C:17]=1[O:18][CH2:19][CH3:20])=O)C, predict the reaction product. The product is: [CH2:19]([O:18][C:17]1[CH:16]=[C:15]([O:21][CH2:22][CH3:23])[N:14]=[N:13][C:12]=1[CH2:10][OH:9])[CH3:20]. (4) Given the reactants [Cl:1][C:2]1[CH:3]=[C:4]2[C:8](=[CH:9][CH:10]=1)[NH:7][C:6]([CH:11]=[CH:12][CH2:13][CH2:14][CH2:15][CH3:16])=[CH:5]2.[H][H], predict the reaction product. The product is: [Cl:1][C:2]1[CH:3]=[C:4]2[C:8](=[CH:9][CH:10]=1)[NH:7][C:6]([CH2:11][CH2:12][CH2:13][CH2:14][CH2:15][CH3:16])=[CH:5]2. (5) Given the reactants [CH3:1][C:2]1[CH:7]=[CH:6][C:5]([O:8][CH3:9])=[CH:4][C:3]=1[OH:10].F[C:12]1[CH:17]=[CH:16][C:15]([N+:18]([O-:20])=[O:19])=[CH:14][CH:13]=1.C(=O)([O-])[O-], predict the reaction product. The product is: [CH3:1][C:2]1[CH:7]=[CH:6][C:5]([O:8][CH3:9])=[CH:4][C:3]=1[O:10][C:12]1[CH:17]=[CH:16][C:15]([N+:18]([O-:20])=[O:19])=[CH:14][CH:13]=1.